From a dataset of Full USPTO retrosynthesis dataset with 1.9M reactions from patents (1976-2016). Predict the reactants needed to synthesize the given product. (1) Given the product [CH3:1][O:2][C:3]([C:5]1[CH:13]=[C:12]2[C:8]([CH:9]=[CH:10][N:11]2[C:14]([O:16][C:17]([CH3:20])([CH3:19])[CH3:18])=[O:15])=[CH:7][CH:6]=1)=[O:4], predict the reactants needed to synthesize it. The reactants are: [CH3:1][O:2][C:3]([C:5]1[CH:13]=[C:12]2[C:8]([CH:9]=[CH:10][NH:11]2)=[CH:7][CH:6]=1)=[O:4].[C:14](O[C:14]([O:16][C:17]([CH3:20])([CH3:19])[CH3:18])=[O:15])([O:16][C:17]([CH3:20])([CH3:19])[CH3:18])=[O:15]. (2) Given the product [Br:19][C:17]1[CH:16]=[N:15][N:14]([CH2:13][C:10]2[O:11][CH:12]=[C:8]([C:6]([OH:7])=[O:5])[N:9]=2)[CH:18]=1, predict the reactants needed to synthesize it. The reactants are: N#N.C([O:5][C:6]([C:8]1[N:9]=[C:10]([CH2:13][N:14]2[CH:18]=[C:17]([Br:19])[CH:16]=[N:15]2)[O:11][CH:12]=1)=[O:7])C.[OH-].[Na+]. (3) Given the product [Cl:13][C:6]1[N:5]=[C:4]([NH:3][C:14](=[O:16])[CH3:15])[C:9]([N+:10]([O-:12])=[O:11])=[CH:8][CH:7]=1, predict the reactants needed to synthesize it. The reactants are: [H-].[Na+].[NH2:3][C:4]1[C:9]([N+:10]([O-:12])=[O:11])=[CH:8][CH:7]=[C:6]([Cl:13])[N:5]=1.[C:14](OC(=O)C)(=[O:16])[CH3:15]. (4) Given the product [CH2:1]([O:8][C@H:9]1[C@H:21]([O:22][CH2:33][C:30]2[CH:31]=[CH:32][CH:27]=[CH:28][CH:29]=2)[C@H:20]([OH:23])[C@H:19]([CH3:24])[O:18][C@@H:10]1[S:11][C:12]1[CH:17]=[CH:16][CH:15]=[CH:14][CH:13]=1)[C:2]1[CH:3]=[CH:4][CH:5]=[CH:6][CH:7]=1, predict the reactants needed to synthesize it. The reactants are: [CH2:1]([O:8][C@H:9]1[C@H:21]([OH:22])[C@H:20]([OH:23])[C@H:19]([CH3:24])[O:18][C@@H:10]1[S:11][C:12]1[CH:17]=[CH:16][CH:15]=[CH:14][CH:13]=1)[C:2]1[CH:7]=[CH:6][CH:5]=[CH:4][CH:3]=1.[F-].[Cs+].[CH:27]1[CH:32]=[CH:31][C:30]([CH2:33]Br)=[CH:29][CH:28]=1. (5) Given the product [NH2:20][C:21]1[N:26]=[CH:25][N:24]=[C:23]2[N:27]([CH:31]([C:33]3[C:34]([O:48][CH3:49])=[C:35]([CH:41]4[CH2:44][N:43]([CH2:45][C:46]#[N:47])[CH2:42]4)[C:36]([CH3:40])=[C:37]([Cl:39])[CH:38]=3)[CH3:32])[N:28]=[C:29]([C:9]3[CH:10]=[N:6][NH:7][CH:8]=3)[C:22]=12, predict the reactants needed to synthesize it. The reactants are: C(OC([N:6]1[CH:10]=[C:9](B2OC(C)(C)C(C)(C)O2)[CH:8]=[N:7]1)C)C.[NH2:20][C:21]1[N:26]=[CH:25][N:24]=[C:23]2[N:27]([CH:31]([C:33]3[C:34]([O:48][CH3:49])=[C:35]([CH:41]4[CH2:44][N:43]([CH2:45][C:46]#[N:47])[CH2:42]4)[C:36]([CH3:40])=[C:37]([Cl:39])[CH:38]=3)[CH3:32])[N:28]=[C:29](Br)[C:22]=12.C(=O)([O-])[O-].[Na+].[Na+].O.Cl.C([O-])(O)=O.[Na+]. (6) Given the product [CH3:35][O:36][C:37](=[O:38])[CH2:39][N:33]1[C:28]2[CH:29]=[CH:30][CH:31]=[CH:32][C:27]=2[NH:26][CH2:25][C@H:21]([NH:20][C:18]([O:17][C:13]([CH3:14])([CH3:15])[CH3:16])=[O:19])[C:22]1=[O:24], predict the reactants needed to synthesize it. The reactants are: Cl.CN(C)CCCN=C=NCC.[C:13]([O:17][C:18]([NH:20][C@@H:21]([CH2:25][NH:26][C:27]1[CH:32]=[CH:31][CH:30]=[CH:29][C:28]=1[NH2:33])[C:22]([OH:24])=O)=[O:19])([CH3:16])([CH3:15])[CH3:14].C[CH2:35][O:36][C:37]([CH3:39])=[O:38]. (7) The reactants are: [C:1]([O:5][C:6]([N:8]1[CH2:13][CH2:12][N:11]([C:14]2[CH:19]=[CH:18][CH:17]=[CH:16][C:15]=2[O:20][CH2:21][CH:22]([NH:24][C:25](OCC2C=CC=CC=2)=O)[CH3:23])[CH2:10][CH2:9]1)=[O:7])([CH3:4])([CH3:3])[CH3:2].[H][H].C(=O)([O-])[O-].[K+].[K+].I[C:44](I)([CH2:47]C)[CH2:45][CH3:46]. Given the product [C:1]([O:5][C:6]([N:8]1[CH2:13][CH2:12][N:11]([C:14]2[CH:19]=[CH:18][CH:17]=[CH:16][C:15]=2[O:20][CH2:21][CH:22]([N:24]2[CH2:25][CH2:46][CH2:45][CH2:44][CH2:47]2)[CH3:23])[CH2:10][CH2:9]1)=[O:7])([CH3:4])([CH3:2])[CH3:3], predict the reactants needed to synthesize it.